From a dataset of Reaction yield outcomes from USPTO patents with 853,638 reactions. Predict the reaction yield, written as a fraction of the theoretical maximum amount of product (1.0 means a 100% yield; for example, 0.34 means a 34% yield). (1) The product is [Br:1][C:2]1[CH:9]=[CH:8][C:5]([CH:12]([O:15][CH3:16])[O:17][CH3:18])=[C:4]([O:10][CH3:11])[CH:3]=1. The catalyst is CO. The reactants are [Br:1][C:2]1[CH:9]=[CH:8][C:5](C=O)=[C:4]([O:10][CH3:11])[CH:3]=1.[CH:12]([O:17][CH3:18])([O:15][CH3:16])OC.O.C1(C)C=CC(S(O)(=O)=O)=CC=1. The yield is 0.990. (2) The reactants are [F:1][C:2]1[C:7]([C:8]#[N:9])=[C:6]([NH:10][C:11]2[CH:12]=[N:13][CH:14]=[C:15]([F:17])[CH:16]=2)[C:5]([N+:18]([O-])=O)=[CH:4][CH:3]=1.[Cl-].[NH4+]. The catalyst is CO.O.[Fe]. The product is [NH2:18][C:5]1[C:6]([NH:10][C:11]2[CH:12]=[N:13][CH:14]=[C:15]([F:17])[CH:16]=2)=[C:7]([C:2]([F:1])=[CH:3][CH:4]=1)[C:8]#[N:9]. The yield is 0.610. (3) The reactants are C([O:3][C:4]([CH:6]1[CH2:15][CH2:14][C:9]2([O:13][CH2:12][CH2:11][O:10]2)[CH2:8][CH:7]1[CH3:16])=[O:5])C.[OH-].[K+].Cl.O. The catalyst is CO. The product is [CH3:16][C@H:7]1[C@@H:6]([C:4]([OH:5])=[O:3])[CH2:15][CH2:14][C:9]2([O:13][CH2:12][CH2:11][O:10]2)[CH2:8]1. The yield is 0.950. (4) The reactants are C(=O)([O:4][C:5]1[CH:10]=[C:9]([N+:11]([O-:13])=[O:12])[C:8]([Br:14])=[CH:7][C:6]=1[C:15]([CH3:18])([CH3:17])[CH3:16])OC.[OH-].[K+].Cl. The catalyst is CO. The product is [C:15]([C:6]1[CH:7]=[C:8]([Br:14])[C:9]([N+:11]([O-:13])=[O:12])=[CH:10][C:5]=1[OH:4])([CH3:18])([CH3:16])[CH3:17]. The yield is 0.990.